This data is from Full USPTO retrosynthesis dataset with 1.9M reactions from patents (1976-2016). The task is: Predict the reactants needed to synthesize the given product. Given the product [CH:1]1[C:9]2[C:8]3[CH:10]=[CH:11][CH:12]=[CH:13][C:7]=3[O:6][C:5]=2[CH:4]=[C:3]([S:20]([Cl:15])(=[O:22])=[O:21])[CH:2]=1, predict the reactants needed to synthesize it. The reactants are: [CH:1]1[C:9]2[C:8]3[CH:10]=[CH:11][CH:12]=[CH:13][C:7]=3[O:6][C:5]=2[CH:4]=[C:3](N)[CH:2]=1.[ClH:15].N([O-])=O.[Na+].[S:20](=[O:22])=[O:21].